Dataset: Reaction yield outcomes from USPTO patents with 853,638 reactions. Task: Predict the reaction yield, written as a fraction of the theoretical maximum amount of product (1.0 means a 100% yield; for example, 0.34 means a 34% yield). (1) The reactants are Cl[C:2]1[C:6]2[CH:7]=[CH:8][CH:9]=[CH:10][C:5]=2[O:4][N:3]=1.[C:11]([O:15][C:16]([N:18]1[CH2:23][CH2:22][NH:21][CH2:20][CH2:19]1)=[O:17])([CH3:14])([CH3:13])[CH3:12].C1CCN2C(=NCCC2)CC1. The catalyst is N1C=CC=CC=1. The product is [C:11]([O:15][C:16]([N:18]1[CH2:23][CH2:22][N:21]([C:2]2[C:6]3[CH:7]=[CH:8][CH:9]=[CH:10][C:5]=3[O:4][N:3]=2)[CH2:20][CH2:19]1)=[O:17])([CH3:14])([CH3:12])[CH3:13]. The yield is 0.420. (2) No catalyst specified. The yield is 0.700. The reactants are Cl[C:2]1[N:7]=[C:6]([CH:8]([CH:11]2[N:15]([CH2:16][CH3:17])[C:14]3[CH:18]=[CH:19][CH:20]=[CH:21][C:13]=3[NH:12]2)[C:9]#[N:10])[C:5]([CH3:22])=[CH:4][N:3]=1.[NH2:23][CH:24]([CH2:26][CH2:27][CH3:28])[CH3:25]. The product is [CH2:16]([N:15]1[C:14]2[CH:18]=[CH:19][CH:20]=[CH:21][C:13]=2[N:12]=[C:11]1[CH:8]([C:6]1[C:5]([CH3:22])=[CH:4][N:3]=[C:2]([NH:23][CH:24]([CH3:25])[CH2:26][CH2:27][CH3:28])[N:7]=1)[C:9]#[N:10])[CH3:17]. (3) The reactants are [Cl:1][C:2]1[S:6][C:5]([S:7](Cl)(=[O:9])=[O:8])=[CH:4][C:3]=1[CH3:11].[NH2:12][C:13]1[CH:14]=[C:15]([OH:23])[C:16](=[CH:21][CH:22]=1)[C:17]([O:19][CH3:20])=[O:18].N1C=CC=CC=1. No catalyst specified. The product is [Cl:1][C:2]1[S:6][C:5]([S:7]([NH:12][C:13]2[CH:22]=[CH:21][C:16]([C:17]([O:19][CH3:20])=[O:18])=[C:15]([OH:23])[CH:14]=2)(=[O:9])=[O:8])=[CH:4][C:3]=1[CH3:11]. The yield is 0.590. (4) The reactants are [I:1][C:2]1[C:10]2[C:5](=[N:6][CH:7]=[CH:8][CH:9]=2)[NH:4][CH:3]=1.[H-].[Na+].[Si:13](Cl)([C:16]([CH3:19])([CH3:18])[CH3:17])([CH3:15])[CH3:14].O. The catalyst is O1CCCC1. The product is [C:16]([Si:13]([CH3:15])([CH3:14])[N:4]1[C:5]2=[N:6][CH:7]=[CH:8][CH:9]=[C:10]2[C:2]([I:1])=[CH:3]1)([CH3:19])([CH3:18])[CH3:17]. The yield is 0.150. (5) The product is [CH3:1][O:2][C:3]1[CH:4]=[C:5](/[CH:9]=[CH:10]/[C:11]([N:35]=[N+:36]=[N-:37])=[O:13])[CH:6]=[CH:7][CH:8]=1. The reactants are [CH3:1][O:2][C:3]1[CH:4]=[C:5](/[CH:9]=[CH:10]/[C:11]([OH:13])=O)[CH:6]=[CH:7][CH:8]=1.C(N(CC)CC)C.C1C=CC(P([N:35]=[N+:36]=[N-:37])(C2C=CC=CC=2)=O)=CC=1. The catalyst is C1C=CC=CC=1. The yield is 0.880. (6) The reactants are [OH2:1].[C:2]([C:4]([O:6][CH2:7][CH3:8])=[O:5])#[N:3].Cl.[NH2:10]O.C(=O)([O-])[O-].[Na+].[Na+]. The catalyst is C(O)C. The product is [NH2:3][C:2](=[N:10][OH:1])[C:4]([O:6][CH2:7][CH3:8])=[O:5]. The yield is 0.910.